Task: Predict which catalyst facilitates the given reaction.. Dataset: Catalyst prediction with 721,799 reactions and 888 catalyst types from USPTO (1) Reactant: [C:1]([NH:5][C:6]([C:8]1[C:16]2[C:11](=[N:12][CH:13]=[C:14](Br)[N:15]=2)[N:10]([CH2:18][O:19][CH2:20][CH2:21][Si:22]([CH3:25])([CH3:24])[CH3:23])[CH:9]=1)=[O:7])([CH3:4])([CH3:3])[CH3:2].[F:26][CH:27]([F:51])[O:28][C:29]1[CH:30]=[C:31]2[C:35](=[CH:36][CH:37]=1)[NH:34][N:33]=[C:32]2[Sn](CCCC)(CCCC)CCCC. Product: [C:1]([NH:5][C:6]([C:8]1[C:16]2[C:11](=[N:12][CH:13]=[C:14]([C:32]3[C:31]4[C:35](=[CH:36][CH:37]=[C:29]([O:28][CH:27]([F:26])[F:51])[CH:30]=4)[NH:34][N:33]=3)[N:15]=2)[N:10]([CH2:18][O:19][CH2:20][CH2:21][Si:22]([CH3:25])([CH3:24])[CH3:23])[CH:9]=1)=[O:7])([CH3:4])([CH3:3])[CH3:2]. The catalyst class is: 441. (2) Reactant: [NH2:1][CH2:2][CH2:3][CH2:4][CH:5]1[CH2:10][CH2:9][N:8]([C:11]([O:13][C:14]([CH3:17])([CH3:16])[CH3:15])=[O:12])[CH2:7][CH2:6]1.[NH:18]1[C:26]2[CH:25]=[CH:24][N:23]=[CH:22][C:21]=2[CH:20]=[C:19]1[C:27](O)=[O:28].CN(C(ON1N=NC2C=CC=NC1=2)=[N+](C)C)C.F[P-](F)(F)(F)(F)F.CCN(C(C)C)C(C)C. Product: [NH:18]1[C:26]2[CH:25]=[CH:24][N:23]=[CH:22][C:21]=2[CH:20]=[C:19]1[C:27]([NH:1][CH2:2][CH2:3][CH2:4][CH:5]1[CH2:10][CH2:9][N:8]([C:11]([O:13][C:14]([CH3:17])([CH3:16])[CH3:15])=[O:12])[CH2:7][CH2:6]1)=[O:28]. The catalyst class is: 18. (3) Reactant: [CH:1]1([C:6]#[N:7])[CH2:5][CH2:4][CH2:3][CH2:2]1.[Cl:8][C:9]1[CH:14]=[C:13](F)[CH:12]=[CH:11][N:10]=1.C[Si]([N-][Si](C)(C)C)(C)C.[Na+].C1COCC1. Product: [Cl:8][C:9]1[CH:14]=[C:13]([C:1]2([C:6]#[N:7])[CH2:5][CH2:4][CH2:3][CH2:2]2)[CH:12]=[CH:11][N:10]=1. The catalyst class is: 93. (4) Reactant: [Br:1][C:2]1[C:11](=[O:12])[C:10]2[C:5](=[C:6]([N+:26]([O-:28])=[O:27])[C:7](OS(C3C(C)=CC(C)=CC=3C)(=O)=O)=[CH:8][CH:9]=2)[O:4][C:3]=1[CH:29]([CH3:31])[CH3:30].[CH3:32][O:33][C:34]1[CH:41]=[CH:40][C:37]([CH2:38][NH2:39])=[CH:36][CH:35]=1.O. Product: [Br:1][C:2]1[C:11](=[O:12])[C:10]2[C:5](=[C:6]([N+:26]([O-:28])=[O:27])[C:7]([NH:39][CH2:38][C:37]3[CH:40]=[CH:41][C:34]([O:33][CH3:32])=[CH:35][CH:36]=3)=[CH:8][CH:9]=2)[O:4][C:3]=1[CH:29]([CH3:30])[CH3:31]. The catalyst class is: 11. (5) Reactant: [C:1]([O:5][C:6](=[O:28])[CH2:7][C@H:8]([C:18]1[O:22][N:21]=[C:20]([C:23]([O:25]CC)=O)[N:19]=1)[CH2:9][CH2:10][CH2:11][CH:12]1[CH2:17][CH2:16][CH2:15][CH2:14][CH2:13]1)([CH3:4])([CH3:3])[CH3:2].C(N(CC)CC)C.[CH3:36][N:37]([CH3:42])[CH:38]1[CH2:41][NH:40][CH2:39]1. Product: [CH:12]1([CH2:11][CH2:10][CH2:9][C@@H:8]([C:18]2[O:22][N:21]=[C:20]([C:23]([N:40]3[CH2:41][CH:38]([N:37]([CH3:42])[CH3:36])[CH2:39]3)=[O:25])[N:19]=2)[CH2:7][C:6]([O:5][C:1]([CH3:3])([CH3:2])[CH3:4])=[O:28])[CH2:17][CH2:16][CH2:15][CH2:14][CH2:13]1. The catalyst class is: 8.